Dataset: Forward reaction prediction with 1.9M reactions from USPTO patents (1976-2016). Task: Predict the product of the given reaction. (1) Given the reactants Cl.[Cl:2][C:3]1[CH:4]=[CH:5][C:6]([S:11][C:12]2[CH:17]=[CH:16][CH:15]=[CH:14][CH:13]=2)=[C:7]([CH2:9][NH2:10])[CH:8]=1.[Cl:18][C:19]1[CH:20]=[C:21]([CH:25]=[C:26]([C:28]([F:31])([F:30])[F:29])[CH:27]=1)[C:22](O)=[O:23].CC(OC(N1CCN(CC2C=CC(C([O-])=O)=CC=2C(F)(F)F)CC1)=O)(C)C, predict the reaction product. The product is: [Cl:18][C:19]1[CH:20]=[C:21]([CH:25]=[C:26]([C:28]([F:29])([F:30])[F:31])[CH:27]=1)[C:22]([NH:10][CH2:9][C:7]1[CH:8]=[C:3]([Cl:2])[CH:4]=[CH:5][C:6]=1[S:11][C:12]1[CH:13]=[CH:14][CH:15]=[CH:16][CH:17]=1)=[O:23]. (2) Given the reactants [CH2:1]([N:3]1[C:15]([CH:16]=[O:17])=[C:14]2[C:5]([C:6](=O)[NH:7][C:8]3[CH:9]=[CH:10][CH:11]=[CH:12][C:13]=32)=[N:4]1)[CH3:2].[OH-].[NH4+].P(Cl)(Cl)([Cl:23])=O, predict the reaction product. The product is: [Cl:23][C:6]1[C:5]2=[N:4][N:3]([CH2:1][CH3:2])[C:15]([CH:16]=[O:17])=[C:14]2[C:13]2[CH:12]=[CH:11][CH:10]=[CH:9][C:8]=2[N:7]=1. (3) Given the reactants [CH:1]1[C:14]2[C:5](=[N:6][C:7]3[C:12]([C:13]=2[NH:15][CH:16]([CH2:25]C)[CH2:17][CH2:18][CH2:19][N:20](CC)[CH2:21][CH3:22])=[CH:11][CH:10]=[CH:9][CH:8]=3)[CH:4]=[CH:3][CH:2]=1.ClC1C2C(N=C3C=1C=CC=C3)=CC=CC=2.Cl.Cl.C(NCCCC(N)C)C.C1(O)C=CC=CC=1.C(N(CC)CC)C, predict the reaction product. The product is: [CH:11]1[C:12]2[C:7](=[N:6][C:5]3[C:14]([C:13]=2[NH:15][CH:16]([CH3:25])[CH2:17][CH2:18][CH2:19][NH:20][CH2:21][CH3:22])=[CH:1][CH:2]=[CH:3][CH:4]=3)[CH:8]=[CH:9][CH:10]=1. (4) Given the reactants [CH3:1][O:2][CH2:3][CH2:4][CH2:5][O:6][C:7]1[CH:8]=[C:9]([OH:14])[CH:10]=[C:11]([OH:13])[CH:12]=1.C(=O)([O-])[O-].[K+].[K+].[F:21][C:22]([F:26])([F:25])[CH2:23]I.[I-], predict the reaction product. The product is: [CH3:1][O:2][CH2:3][CH2:4][CH2:5][O:6][C:7]1[CH:12]=[C:11]([OH:13])[CH:10]=[C:9]([O:14][CH2:23][C:22]([F:26])([F:25])[F:21])[CH:8]=1. (5) Given the reactants [C:1]1([C:7]2[CH2:11][C:10](=[O:12])[NH:9][N:8]=2)[CH:6]=[CH:5][CH:4]=[CH:3][CH:2]=1.[CH2:13](O)[CH3:14].C1(P(C2C=CC=CC=2)C2C=CC=CC=2)C=CC=CC=1.CCOC(/N=N/C(OCC)=O)=O, predict the reaction product. The product is: [CH2:13]([O:12][C:10]1[NH:9][N:8]=[C:7]([C:1]2[CH:2]=[CH:3][CH:4]=[CH:5][CH:6]=2)[CH:11]=1)[CH3:14]. (6) Given the reactants [CH3:1][O:2][C:3]([C:5]1[CH:6]=[CH:7][C:8]2[C:17]3[C:12](=[CH:13][C:14]([N+:18]([O-])=O)=[CH:15][CH:16]=3)[O:11][CH2:10][C:9]=2[CH:21]=1)=[O:4].C(O)(=O)C, predict the reaction product. The product is: [CH3:1][O:2][C:3]([C:5]1[CH:6]=[CH:7][C:8]2[C:17]3[C:12](=[CH:13][C:14]([NH2:18])=[CH:15][CH:16]=3)[O:11][CH2:10][C:9]=2[CH:21]=1)=[O:4]. (7) Given the reactants [F:1][C:2]([F:18])([F:17])[S:3]([NH:6][C:7]1[CH:12]=[CH:11][C:10]([C:13]([NH:15][NH2:16])=[O:14])=[CH:9][CH:8]=1)(=[O:5])=[O:4].Cl[C:20](=[O:26])[C:21]([O:23][CH2:24][CH3:25])=[O:22], predict the reaction product. The product is: [O:26]=[C:20]([NH:16][NH:15][C:13](=[O:14])[C:10]1[CH:9]=[CH:8][C:7]([NH:6][S:3]([C:2]([F:17])([F:1])[F:18])(=[O:4])=[O:5])=[CH:12][CH:11]=1)[C:21]([O:23][CH2:24][CH3:25])=[O:22]. (8) The product is: [NH:43]1[CH2:49][CH2:48][CH2:47][CH:46]([NH:50][C:2]2[C:11]3[C:6](=[CH:7][CH:8]=[CH:9][CH:10]=3)[N:5]=[C:4]([C:12]3[CH:17]=[C:16]([F:18])[CH:15]=[CH:14][C:13]=3[OH:19])[N:3]=2)[CH2:45][CH2:44]1. Given the reactants Cl[C:2]1[C:11]2[C:6](=[CH:7][CH:8]=[CH:9][CH:10]=2)[N:5]=[C:4]([C:12]2[CH:17]=[C:16]([F:18])[CH:15]=[CH:14][C:13]=2[O:19]C)[N:3]=1.C(OC(N1CCCCC(N)C1)=O)(C)(C)C.C(OC([N:43]1[CH2:49][CH2:48][CH2:47][CH:46]([NH2:50])[CH2:45][CH2:44]1)=O)(C)(C)C, predict the reaction product. (9) Given the reactants [F:1][C:2]1[CH:7]=[CH:6][C:5]([CH:8]([OH:22])[CH:9]2[CH2:14][CH2:13][N:12]([C:15]([O:17][C:18]([CH3:21])([CH3:20])[CH3:19])=[O:16])[CH2:11][CH2:10]2)=[CH:4][CH:3]=1.CN(CCN(CCN(C)C)C)C.CC([O-])(C)C.[K+].[Li]C(CC)C.[F:46][C:47]([F:55])([F:54])[C:48](N(OC)C)=[O:49], predict the reaction product. The product is: [F:1][C:2]1[CH:3]=[CH:4][C:5]([CH:8]([OH:22])[CH:9]2[CH2:10][CH2:11][N:12]([C:15]([O:17][C:18]([CH3:19])([CH3:21])[CH3:20])=[O:16])[CH2:13][CH2:14]2)=[CH:6][C:7]=1[C:48](=[O:49])[C:47]([F:55])([F:54])[F:46]. (10) Given the reactants C1(CC(Cl)=O)C=CC=CC=1.[C:11]1([CH2:17][C:18]([N:20]=[C:21]=[S:22])=[O:19])[CH:16]=[CH:15][CH:14]=[CH:13][CH:12]=1.[CH3:23][O:24][C:25]1[CH:26]=[C:27]2[C:32](=[CH:33][C:34]=1[O:35][CH3:36])[N:31]=[CH:30][CH:29]=[C:28]2[O:37][C:38]1[CH:44]=[CH:43][C:41]([NH2:42])=[CH:40][CH:39]=1.C1(C)C=CC=CC=1, predict the reaction product. The product is: [C:11]1([CH2:17][C:18]([N:20]=[C:21]=[S:22])=[O:19])[CH:16]=[CH:15][CH:14]=[CH:13][CH:12]=1.[CH3:23][O:24][C:25]1[CH:26]=[C:27]2[C:32](=[CH:33][C:34]=1[O:35][CH3:36])[N:31]=[CH:30][CH:29]=[C:28]2[O:37][C:38]1[CH:39]=[CH:40][C:41]([NH:42][C:21]([NH:20][C:18](=[O:19])[CH2:17][C:11]2[CH:16]=[CH:15][CH:14]=[CH:13][CH:12]=2)=[S:22])=[CH:43][CH:44]=1.